The task is: Predict which catalyst facilitates the given reaction.. This data is from Catalyst prediction with 721,799 reactions and 888 catalyst types from USPTO. (1) Reactant: [CH2:1]([O:4][CH2:5][CH2:6][C@@H:7]([CH3:14])[CH2:8][C@H:9]([NH2:13])[C:10]([OH:12])=[O:11])[CH:2]=[CH2:3].C(=O)([O-])[O-].[Na+].[Na+].[CH3:21][C:22]([O:25][C:26](O[C:26]([O:25][C:22]([CH3:24])([CH3:23])[CH3:21])=[O:27])=[O:27])([CH3:24])[CH3:23]. Product: [CH2:1]([O:4][CH2:5][CH2:6][C@@H:7]([CH3:14])[CH2:8][C@H:9]([NH:13][C:26]([O:25][C:22]([CH3:24])([CH3:23])[CH3:21])=[O:27])[C:10]([OH:12])=[O:11])[CH:2]=[CH2:3]. The catalyst class is: 1. (2) Reactant: [O:1]1[CH:5]=[CH:4][CH:3]=[C:2]1[C:6]([C:8](=[C:11]([S:14][CH3:15])SC)[C:9]#[N:10])=O.[CH3:16][O:17][CH2:18][CH2:19][N:20]([CH2:22][C:23]1[CH:34]=[CH:33][C:26]([C:27]([NH:29][C:30]([NH2:32])=[NH:31])=[O:28])=[CH:25][CH:24]=1)[CH3:21].C(N(CC)CC)C. Product: [C:9]([C:8]1[C:6]([C:2]2[O:1][CH:5]=[CH:4][CH:3]=2)=[N:31][C:30]([NH:29][C:27](=[O:28])[C:26]2[CH:25]=[CH:24][C:23]([CH2:22][N:20]([CH2:19][CH2:18][O:17][CH3:16])[CH3:21])=[CH:34][CH:33]=2)=[N:32][C:11]=1[S:14][CH3:15])#[N:10]. The catalyst class is: 3. (3) Reactant: C(OC([N:8]1[CH2:12][CH2:11][CH2:10][C@@H:9]1[CH2:13][O:14][C:15]1[CH:20]=[CH:19][C:18]([C:21](=[O:28])[C:22]2[CH:27]=[CH:26][CH:25]=[CH:24][CH:23]=2)=[CH:17][N:16]=1)=O)(C)(C)C.Cl. Product: [C:22]1([C:21]([C:18]2[CH:17]=[N:16][C:15]([O:14][CH2:13][C@H:9]3[CH2:10][CH2:11][CH2:12][NH:8]3)=[CH:20][CH:19]=2)=[O:28])[CH:23]=[CH:24][CH:25]=[CH:26][CH:27]=1. The catalyst class is: 12. (4) Reactant: [NH:1]1[C:9]2[C:4](=[CH:5][C:6]([C:10]3[C:18]4[C:13](=[N:14][CH:15]=[C:16]([C:19]5[CH:26]=[CH:25][C:22](C=O)=[C:21]([O:27][CH3:28])[CH:20]=5)[CH:17]=4)[N:12](S(C4C=CC(C)=CC=4)(=O)=O)[CH:11]=3)=[CH:7][CH:8]=2)[CH:3]=[CH:2]1.[CH3:39][N:40]1[CH2:45][CH2:44][NH:43][CH2:42][CH2:41]1.[C:46](O[BH-](OC(=O)C)OC(=O)C)(=O)C.[Na+]. Product: [NH:1]1[C:9]2[C:4](=[CH:5][C:6]([C:10]3[C:18]4[C:13](=[N:14][CH:15]=[C:16]([C:19]5[CH:26]=[CH:25][C:22]([CH2:39][N:40]6[CH2:45][CH2:44][N:43]([CH3:46])[CH2:42][CH2:41]6)=[C:21]([O:27][CH3:28])[CH:20]=5)[CH:17]=4)[NH:12][CH:11]=3)=[CH:7][CH:8]=2)[CH:3]=[CH:2]1. The catalyst class is: 2. (5) Reactant: [BH4-].[Na+].[O:3]1[CH:7]=[CH:6][C:5]([C:8]2[CH:9]=[C:10]([C:33]([F:36])([F:35])[F:34])[C:11]3[N:12]([C:14]([CH:31]=[O:32])=[C:15]([C:17]([N:19]4[CH2:24][CH2:23][CH:22]([N:25]5[CH2:29][CH2:28][O:27][C:26]5=[O:30])[CH2:21][CH2:20]4)=[O:18])[N:16]=3)[CH:13]=2)=[CH:4]1. Product: [O:3]1[CH:7]=[CH:6][C:5]([C:8]2[CH:9]=[C:10]([C:33]([F:34])([F:36])[F:35])[C:11]3[N:12]([C:14]([CH2:31][OH:32])=[C:15]([C:17]([N:19]4[CH2:20][CH2:21][CH:22]([N:25]5[CH2:29][CH2:28][O:27][C:26]5=[O:30])[CH2:23][CH2:24]4)=[O:18])[N:16]=3)[CH:13]=2)=[CH:4]1. The catalyst class is: 5. (6) Reactant: [C:1]([SH:9])([C:3]1[CH:8]=[CH:7][CH:6]=[CH:5][CH:4]=1)=[O:2].N1C2C(=CC=C3C=2N=CC=C3)C=CC=1.CCN(C(C)C)C(C)C.I[C:34]1[CH:35]=[C:36]([C:40](=[O:51])[CH2:41][CH2:42][NH:43][C:44](=[O:50])[O:45][C:46]([CH3:49])([CH3:48])[CH3:47])[CH:37]=[CH:38][CH:39]=1. Product: [C:1](=[O:2])([S:9][C:38]1[CH:39]=[CH:34][CH:35]=[C:36]([C:40](=[O:51])[CH2:41][CH2:42][NH:43][C:44]([O:45][C:46]([CH3:48])([CH3:47])[CH3:49])=[O:50])[CH:37]=1)[C:3]1[CH:8]=[CH:7][CH:6]=[CH:5][CH:4]=1. The catalyst class is: 432. (7) Reactant: [CH3:1][CH:2]([CH3:26])[CH2:3][NH:4][CH2:5][C@H:6]1[CH2:11][N:10]([C:12]([O:14][C:15]([CH3:18])([CH3:17])[CH3:16])=[O:13])[CH2:9][CH2:8][N:7]1[C:19]([O:21][C:22]([CH3:25])([CH3:24])[CH3:23])=[O:20].CCN(C(C)C)C(C)C.[CH3:36][S:37](Cl)(=[O:39])=[O:38]. Product: [CH3:1][CH:2]([CH3:26])[CH2:3][N:4]([CH2:5][C@H:6]1[CH2:11][N:10]([C:12]([O:14][C:15]([CH3:16])([CH3:17])[CH3:18])=[O:13])[CH2:9][CH2:8][N:7]1[C:19]([O:21][C:22]([CH3:24])([CH3:23])[CH3:25])=[O:20])[S:37]([CH3:36])(=[O:39])=[O:38]. The catalyst class is: 79.